Dataset: CYP2D6 inhibition data for predicting drug metabolism from PubChem BioAssay. Task: Regression/Classification. Given a drug SMILES string, predict its absorption, distribution, metabolism, or excretion properties. Task type varies by dataset: regression for continuous measurements (e.g., permeability, clearance, half-life) or binary classification for categorical outcomes (e.g., BBB penetration, CYP inhibition). Dataset: cyp2d6_veith. (1) The drug is CC(C)(C)NC(=O)[C@@H]1CC[C@@H]2[C@@H]3CC[C@@H]4NC(=O)C=C[C@@]4(C)[C@H]3CC[C@@]12C. The result is 0 (non-inhibitor). (2) The drug is CC(=O)NCCNc1ncnc2ccc(-c3ccoc3)cc12. The result is 0 (non-inhibitor).